From a dataset of Forward reaction prediction with 1.9M reactions from USPTO patents (1976-2016). Predict the product of the given reaction. (1) The product is: [F:25][C:24]([F:27])([F:26])[C:20]([OH:35])=[O:29].[CH:30]1([O:28][CH:16]([C:13]2[CH:14]=[CH:15][C:10]([S:9][CH:6]3[CH2:8][CH2:7]3)=[CH:11][CH:12]=2)[C:17]2[NH:22][C:21](=[O:23])[C:20]([C:24]([F:25])([F:27])[F:26])=[CH:19][CH:18]=2)[CH2:34][CH2:33][CH2:32][CH2:31]1. Given the reactants CS(O)(=O)=O.[CH:6]1([S:9][C:10]2[CH:15]=[CH:14][C:13]([CH:16]([OH:28])[C:17]3[NH:22][C:21](=[O:23])[C:20]([C:24]([F:27])([F:26])[F:25])=[CH:19][CH:18]=3)=[CH:12][CH:11]=2)[CH2:8][CH2:7]1.[OH2:29].[CH:30]1([OH:35])[CH2:34][CH2:33][CH2:32][CH2:31]1, predict the reaction product. (2) Given the reactants [Br:1][C:2]1[N:3]=[CH:4][C:5]([NH:14][C:15]([CH:17]2[CH2:19][CH2:18]2)=[O:16])=[N:6][C:7]=1[C:8]1[CH:9]=[N:10][CH:11]=[CH:12][CH:13]=1.C1C=C(Cl)C=C(C(OO)=[O:28])C=1, predict the reaction product. The product is: [Br:1][C:2]1[N:3]=[CH:4][C:5]([NH:14][C:15]([CH:17]2[CH2:18][CH2:19]2)=[O:16])=[N:6][C:7]=1[C:8]1[CH:9]=[N+:10]([O-:28])[CH:11]=[CH:12][CH:13]=1. (3) The product is: [CH3:1][O:2][C:3](=[O:12])[C:4]1[CH:9]=[CH:8][C:7]([O:10][CH2:21][CH:20]=[CH2:19])=[CH:6][C:5]=1[OH:11]. Given the reactants [CH3:1][O:2][C:3](=[O:12])[C:4]1[CH:9]=[CH:8][C:7]([OH:10])=[CH:6][C:5]=1[OH:11].C(=O)([O-])[O-].[K+].[K+].[CH2:19](Br)[CH:20]=[CH2:21], predict the reaction product. (4) Given the reactants [Cl:1][C:2]1[CH:7]=[CH:6][C:5]([F:8])=[C:4](Br)[CH:3]=1.[CH3:10][Si:11]([C:14]#[CH:15])([CH3:13])[CH3:12], predict the reaction product. The product is: [Cl:1][C:2]1[CH:7]=[CH:6][C:5]([F:8])=[C:4]([C:15]#[C:14][Si:11]([CH3:13])([CH3:12])[CH3:10])[CH:3]=1. (5) The product is: [Cl:1][C:2]1[CH:3]=[CH:4][C:5]([CH:8]([C:30]2[CH:31]=[CH:32][C:33]([Cl:36])=[CH:34][CH:35]=2)[N:9]2[CH2:10][CH:11]3[CH2:16][N:15]([C:17]([O:19][CH:20]([C:21](=[O:23])[NH:38][CH3:37])[C:26]([F:29])([F:28])[F:27])=[O:18])[CH2:14][CH:12]3[CH2:13]2)=[CH:6][CH:7]=1. Given the reactants [Cl:1][C:2]1[CH:7]=[CH:6][C:5]([CH:8]([C:30]2[CH:35]=[CH:34][C:33]([Cl:36])=[CH:32][CH:31]=2)[N:9]2[CH2:13][CH:12]3[CH2:14][N:15]([C:17]([O:19][CH:20]([C:26]([F:29])([F:28])[F:27])[C:21]([O:23]CC)=O)=[O:18])[CH2:16][CH:11]3[CH2:10]2)=[CH:4][CH:3]=1.[CH3:37][NH2:38], predict the reaction product. (6) Given the reactants [I:1][C:2]1[C:6]([C:7](O)=[O:8])=[CH:5][N:4]([CH:10]2[CH2:15][CH2:14][CH2:13][CH2:12][O:11]2)[N:3]=1, predict the reaction product. The product is: [I:1][C:2]1[C:6]([CH2:7][OH:8])=[CH:5][N:4]([CH:10]2[CH2:15][CH2:14][CH2:13][CH2:12][O:11]2)[N:3]=1. (7) Given the reactants [F:1][C:2]1[CH:10]=[C:9]2[C:5]([C:6]([C:20]3[CH:21]=[CH:22][C:23]([NH:26][CH2:27][CH2:28][CH2:29][NH2:30])=[N:24][CH:25]=3)=[CH:7][N:8]2S(C2C=CC=CC=2)(=O)=O)=[CH:4][CH:3]=1.[OH-].[Na+], predict the reaction product. The product is: [F:1][C:2]1[CH:10]=[C:9]2[C:5]([C:6]([C:20]3[CH:21]=[CH:22][C:23]([NH:26][CH2:27][CH2:28][CH2:29][NH2:30])=[N:24][CH:25]=3)=[CH:7][NH:8]2)=[CH:4][CH:3]=1.